Dataset: Experimentally validated miRNA-target interactions with 360,000+ pairs, plus equal number of negative samples. Task: Binary Classification. Given a miRNA mature sequence and a target amino acid sequence, predict their likelihood of interaction. (1) The miRNA is hsa-miR-519d-3p with sequence CAAAGUGCCUCCCUUUAGAGUG. The protein sequence of the target gene is MMYSPICLTQDEFHPFIEALLPHVRAIAYTWFNLQARKRKYFKKHEKRMSKDEERAVKDELLSEKPEIKQKWASRLLAKLRKDIRQEYREDFVLTVTGKKHPCCVLSNPDQKGKIRRIDCLRQADKVWRLDLVMVILFKGIPLESTDGERLMKSPHCTNPALCVQPHHITVSVKELDLFLAYYVQEQDSGQSGSPSHNDPAKNPPGYLEDSFVKSGVFNVSELVRVSRTPITQGTGVNFPIGEIPSQPYYHDMNSGVNLQRSLSSPPSSKRPKTISIDENMEPSPTGDFYPSPSSPAAGS.... Result: 1 (interaction). (2) The miRNA is hsa-miR-5703 with sequence AGGAGAAGUCGGGAAGGU. The protein sequence of the target gene is MRLAGPLRIVVLVVSVGVTWIVVSILLGGPGSGFPRIQQLFTSPESSVTAAPRARKYKCGLPQPCPEEHLAFRVVSGAANVIGPKICLEDKMLMSSVKDNVGRGLNIALVNGVSGELIEARAFDMWAGDVNDLLKFIRPLHEGTLVFVASYDDPATKMNEETRKLFSELGSRNAKELAFRDSWVFVGAKGVQNKSPFEQHVKNSKHSNKYEGWPEALEMEGCIPRRSTAS. Result: 0 (no interaction). (3) The protein sequence of the target gene is MKSLSLLLAVALGLATAVSAGPAVIECWFVEDASGKGLAKRPGALLLRQGPGEPPPRPDLDPELYLSVHDPAGALQAAFRRYPRGAPAPHCEMSRFVPLPASAKWASGLTPAQNCPRALDGAWLMVSISSPVLSLSSLLRPQPEPQQEPVLITMATVVLTVLTHTPAPRVRLGQDALLDLSFAYMPPTSEAASSLAPGPPPFGLEWRRQHLGKGHLLLAATPGLNGQMPAAQEGAVAFAAWDDDEPWGPWTGNGTFWLPRVQPFQEGTYLATIHLPYLQGQVTLELAVYKPPKVSLMPAT.... Result: 1 (interaction). The miRNA is hsa-miR-4327 with sequence GGCUUGCAUGGGGGACUGG.